This data is from hERG potassium channel inhibition data for cardiac toxicity prediction from Karim et al.. The task is: Regression/Classification. Given a drug SMILES string, predict its toxicity properties. Task type varies by dataset: regression for continuous values (e.g., LD50, hERG inhibition percentage) or binary classification for toxic/non-toxic outcomes (e.g., AMES mutagenicity, cardiotoxicity, hepatotoxicity). Dataset: herg_karim. (1) The compound is C[C@@]1(c2cc(CNC3(C(F)F)CC3)c(F)cc2F)CCSC(N)=N1. The result is 0 (non-blocker). (2) The compound is COc1cc(C(O)CN2CCN(CCc3ccc4c(c3C)COC4=O)CC2)ncc1C#N. The result is 1 (blocker). (3) The drug is Cc1cc(=O)n2nc(N3CCC(c4cc(F)c(F)cc4F)C(N)C3)ccc2n1. The result is 0 (non-blocker). (4) The compound is CN1CC[C@H](N(Cc2ccccc2C(F)(F)F)c2ccc(C#N)c(Cl)c2)C1. The result is 1 (blocker). (5) The compound is O=C1CSC(=O)N1C(CCc1ccncc1)COc1ccc(-c2cccc([N+](=O)[O-])c2)cc1. The result is 0 (non-blocker). (6) The molecule is NC(=O)c1ccc(N[C@H]2CCCNC2)c2cc(-c3ccc(Cl)cc3)[nH]c12. The result is 1 (blocker). (7) The molecule is CCCCN(CC)CC#CCCc1ccc(Cl)cc1. The result is 1 (blocker). (8) The drug is CCCCCOC(=O)N1CCN(C(=O)C(CCC(=O)O)NC(=O)c2cc(N3CCC(C(=O)N4CCCC4)CC3)cc(-c3ccccc3)n2)CC1. The result is 0 (non-blocker).